This data is from Catalyst prediction with 721,799 reactions and 888 catalyst types from USPTO. The task is: Predict which catalyst facilitates the given reaction. Reactant: [C:1]([C:5]1[CH:6]=[C:7]([C:11](O)=O)[N:8]([CH3:10])[N:9]=1)([CH3:4])([CH3:3])[CH3:2].P(Cl)(Cl)(Cl)=O.[Br:19][C:20]1[CH:21]=[C:22]([NH2:27])[C:23]([NH2:26])=[CH:24][CH:25]=1.CCOC(C)=O. Product: [Br:19][C:20]1[CH:25]=[CH:24][C:23]2[NH:26][C:11]([C:7]3[N:8]([CH3:10])[N:9]=[C:5]([C:1]([CH3:4])([CH3:3])[CH3:2])[CH:6]=3)=[N:27][C:22]=2[CH:21]=1. The catalyst class is: 10.